This data is from Peptide-MHC class II binding affinity with 134,281 pairs from IEDB. The task is: Regression. Given a peptide amino acid sequence and an MHC pseudo amino acid sequence, predict their binding affinity value. This is MHC class II binding data. (1) The peptide sequence is SHILGPERPSQQQPLPPQQTL. The MHC is DRB1_0701 with pseudo-sequence DRB1_0701. The binding affinity (normalized) is 0.207. (2) The binding affinity (normalized) is 0.769. The peptide sequence is KLNNQFGSMPALTIA. The MHC is DRB1_0401 with pseudo-sequence DRB1_0401.